Dataset: Forward reaction prediction with 1.9M reactions from USPTO patents (1976-2016). Task: Predict the product of the given reaction. (1) Given the reactants [P:1]([Cl:4])(Cl)Cl.[Sn]([CH2:18][C:19]([O:21][CH3:22])=[O:20])(CCCC)(CCCC)CCCC, predict the reaction product. The product is: [Cl:4][P:1]([CH2:18][C:19]([O:21][CH3:22])=[O:20])[CH2:18][C:19]([O:21][CH3:22])=[O:20]. (2) Given the reactants [CH3:1][N:2]([CH3:17])[S:3]([C:6]1[C:11]([Cl:12])=[CH:10][CH:9]=[C:8]([N+:13]([O-:15])=[O:14])[C:7]=1Cl)(=[O:5])=[O:4].[H-].[Na+].[OH2:20], predict the reaction product. The product is: [CH3:1][N:2]([CH3:17])[S:3]([C:6]1[C:11]([Cl:12])=[CH:10][CH:9]=[C:8]([N+:13]([O-:15])=[O:14])[C:7]=1[OH:20])(=[O:5])=[O:4].